This data is from Full USPTO retrosynthesis dataset with 1.9M reactions from patents (1976-2016). The task is: Predict the reactants needed to synthesize the given product. (1) The reactants are: [CH3:1][CH2:2][CH2:3][CH2:4][CH2:5][C:6]#[C:7][C:8]([OH:10])=O.CCC[CH2:14][CH:15]([C:18](O)=[O:19])CC.COC(OC)(C(C1C=CC=CC=1)=O)C1C=CC=CC=1.C(O)(=O)C=C.C(OCCO)(=O)C=C. Given the product [C:18]([O:10][CH2:8][CH2:7][CH2:6][CH2:5][CH2:4][CH2:3][CH2:2][CH3:1])(=[O:19])[CH:15]=[CH2:14], predict the reactants needed to synthesize it. (2) Given the product [CH3:27][O:26][C:6]1[C:7]([O:24][CH3:25])=[CH:8][C:9]2[C:10]3[C:11](=[N:12][NH:13][CH:14]=3)[C:2]([NH:39][C:38]3[CH:37]=[CH:36][C:35]([N:32]4[CH2:31][CH2:30][N:29]([CH3:28])[CH2:34][CH2:33]4)=[CH:41][CH:40]=3)=[N:3][C:4]=2[CH:5]=1, predict the reactants needed to synthesize it. The reactants are: Cl[C:2]1[C:11]2=[N:12][N:13](CC3C=CC(OC)=CC=3)[CH:14]=[C:10]2[C:9]2[CH:8]=[C:7]([O:24][CH3:25])[C:6]([O:26][CH3:27])=[CH:5][C:4]=2[N:3]=1.[CH3:28][N:29]1[CH2:34][CH2:33][N:32]([C:35]2[CH:41]=[CH:40][C:38]([NH2:39])=[CH:37][CH:36]=2)[CH2:31][CH2:30]1.Cl. (3) Given the product [C:1]([C:4]1[C:9]([O:10][CH2:11][C:12]2[CH:17]=[CH:16][CH:15]=[CH:14][CH:13]=2)=[CH:8][C:7]([N:18]([CH2:26][CH:25]=[CH2:24])[C:19](=[O:21])[CH3:20])=[C:6]([Br:22])[CH:5]=1)(=[O:3])[CH3:2], predict the reactants needed to synthesize it. The reactants are: [C:1]([C:4]1[C:9]([O:10][CH2:11][C:12]2[CH:17]=[CH:16][CH:15]=[CH:14][CH:13]=2)=[CH:8][C:7]([NH:18][C:19](=[O:21])[CH3:20])=[C:6]([Br:22])[CH:5]=1)(=[O:3])[CH3:2].[Li+].[CH3:24][CH:25]([N-]C(C)C)[CH3:26].C(Br)C=C. (4) The reactants are: [Cl:1][C:2]1[CH:7]=[C:6]([O:8][C@H:9]2[CH2:13][CH2:12][CH2:11][C@@H:10]2[C:14]2[N:18]([CH3:19])[N:17]=[CH:16][CH:15]=2)[C:5]([F:20])=[CH:4][C:3]=1[S:21]([N:24](CC1C=CC(OC)=CC=1OC)[C:25]1[CH:30]=[CH:29][N:28]=[CH:27][N:26]=1)(=[O:23])=[O:22].C([SiH](CC)CC)C.FC(F)(F)C(O)=O. Given the product [Cl:1][C:2]1[CH:7]=[C:6]([O:8][C@H:9]2[CH2:13][CH2:12][CH2:11][C@@H:10]2[C:14]2[N:18]([CH3:19])[N:17]=[CH:16][CH:15]=2)[C:5]([F:20])=[CH:4][C:3]=1[S:21]([NH:24][C:25]1[CH:30]=[CH:29][N:28]=[CH:27][N:26]=1)(=[O:22])=[O:23], predict the reactants needed to synthesize it. (5) Given the product [CH:4]([C:5]1[CH:6]=[CH:7][C:8]([CH:11]=[CH:12][CH2:13][CH2:19][C:18]([OH:22])=[O:21])=[CH:9][CH:10]=1)=[O:15], predict the reactants needed to synthesize it. The reactants are: C(O[CH:4]([O:15]CC)[C:5]1[CH:10]=[CH:9][C:8]([CH:11](O)[CH:12]=[CH2:13])=[CH:7][CH:6]=1)C.[C:18]([OH:22])(=[O:21])[CH2:19]C.